Dataset: Full USPTO retrosynthesis dataset with 1.9M reactions from patents (1976-2016). Task: Predict the reactants needed to synthesize the given product. (1) Given the product [C:29]([C:26]1[CH:25]=[N:24][C:23]([NH:22][C:2]2[CH:17]=[C:16]([NH:18][CH:19]([CH3:21])[CH3:20])[C:5]([C:6]([NH:8][CH2:9][C@@H:10]([F:15])[C:11]([OH:14])([CH3:13])[CH3:12])=[O:7])=[CH:4][N:3]=2)=[N:28][CH:27]=1)#[N:30], predict the reactants needed to synthesize it. The reactants are: Cl[C:2]1[CH:17]=[C:16]([NH:18][CH:19]([CH3:21])[CH3:20])[C:5]([C:6]([NH:8][CH2:9][C@@H:10]([F:15])[C:11]([OH:14])([CH3:13])[CH3:12])=[O:7])=[CH:4][N:3]=1.[NH2:22][C:23]1[N:28]=[CH:27][C:26]([C:29]#[N:30])=[CH:25][N:24]=1.CC1(C)C2C(=C(P(C3C=CC=CC=3)C3C=CC=CC=3)C=CC=2)OC2C(P(C3C=CC=CC=3)C3C=CC=CC=3)=CC=CC1=2.C([O-])([O-])=O.[K+].[K+]. (2) Given the product [N:42]1([NH:41][C:21]([C:11]2[C:10]([O:24][CH2:25][CH2:26][CH3:27])=[N:9][C:8]([C:5]3[CH:6]=[CH:7][C:2]([Cl:1])=[CH:3][CH:4]=3)=[C:13]([C:14]3[CH:19]=[CH:18][C:17]([Cl:20])=[CH:16][CH:15]=3)[N:12]=2)=[O:23])[CH2:47][CH2:46][CH2:45][CH2:44][CH2:43]1, predict the reactants needed to synthesize it. The reactants are: [Cl:1][C:2]1[CH:7]=[CH:6][C:5]([C:8]2[N:9]=[C:10]([O:24][CH2:25][CH2:26][CH3:27])[C:11]([C:21]([OH:23])=O)=[N:12][C:13]=2[C:14]2[CH:19]=[CH:18][C:17]([Cl:20])=[CH:16][CH:15]=2)=[CH:4][CH:3]=1.C(Cl)(=O)C(Cl)=O.C(N(CC)CC)C.[NH2:41][N:42]1[CH2:47][CH2:46][CH2:45][CH2:44][CH2:43]1. (3) Given the product [N:27]1[CH:28]=[CH:29][CH:30]=[CH:31][C:26]=1[C:24]#[C:25][C:2]1[CH:7]=[C:6]([S:8][C:9]2[CH:21]=[CH:20][C:12]([O:13][CH2:14][C:15]([O:17][CH2:18][CH3:19])=[O:16])=[C:11]([CH3:22])[CH:10]=2)[CH:5]=[C:4]([C:45]#[C:50][C:49]2[CH:48]=[CH:47][CH:46]=[CH:51][N:54]=2)[N:3]=1, predict the reactants needed to synthesize it. The reactants are: Br[C:2]1[CH:7]=[C:6]([S:8][C:9]2[CH:21]=[CH:20][C:12]([O:13][CH2:14][C:15]([O:17][CH2:18][CH3:19])=[O:16])=[C:11]([CH3:22])[CH:10]=2)[CH:5]=[C:4](Br)[N:3]=1.[C:24]([C:26]1[CH:31]=[CH:30][CH:29]=[CH:28][N:27]=1)#[CH:25].C(P(C(C)(C)C)C(C)(C)C)(C)(C)C.[CH2:45]1[CH2:50][CH2:49][CH2:48][CH2:47][CH2:46]1.[CH:51]([NH:54]C(C)C)(C)C. (4) Given the product [CH2:1]([O:8][C:9]1[CH:10]=[CH:11][C:12]([CH2:15][C:16]([P:19](=[O:26])([O:23][CH2:24][CH3:25])[O:20][CH2:21][CH3:22])=[N:30][OH:31])=[CH:13][CH:14]=1)[C:2]1[CH:3]=[CH:4][CH:5]=[CH:6][CH:7]=1, predict the reactants needed to synthesize it. The reactants are: [CH2:1]([O:8][C:9]1[CH:14]=[CH:13][C:12]([CH2:15][C:16](Cl)=O)=[CH:11][CH:10]=1)[C:2]1[CH:7]=[CH:6][CH:5]=[CH:4][CH:3]=1.[P:19]([O:26]CC)([O:23][CH2:24][CH3:25])[O:20][CH2:21][CH3:22].Cl.[NH2:30][OH:31]. (5) Given the product [CH:18]1([N:15]2[CH2:16][CH2:17][CH:12]([N:8]([C:5]3[CH:4]=[CH:3][C:2]([F:1])=[CH:7][CH:6]=3)[C:9](=[O:11])[CH3:10])[CH2:13][CH2:14]2)[CH2:23][CH2:22][CH2:21][CH2:20][CH2:19]1, predict the reactants needed to synthesize it. The reactants are: [F:1][C:2]1[CH:7]=[CH:6][C:5]([N:8]([CH:12]2[CH2:17][CH2:16][NH:15][CH2:14][CH2:13]2)[C:9](=[O:11])[CH3:10])=[CH:4][CH:3]=1.[C:18]1(=O)[CH2:23][CH2:22][CH2:21][CH2:20][CH2:19]1.[BH-](OC(C)=O)(OC(C)=O)OC(C)=O.[Na+].